Dataset: Full USPTO retrosynthesis dataset with 1.9M reactions from patents (1976-2016). Task: Predict the reactants needed to synthesize the given product. Given the product [CH2:27]([O:29][C:30](=[O:41])[CH2:31][O:32][C:33]1[CH:38]=[CH:37][C:36]([O:26][C:4]2[CH:5]=[C:6]([O:8][C:9]3[CH:14]=[CH:13][C:12]([C:15]([F:17])([F:18])[F:16])=[CH:11][C:10]=3[O:19][C:20]3[CH:21]=[CH:22][CH:23]=[CH:24][CH:25]=3)[CH:7]=[C:2]([CH3:1])[CH:3]=2)=[CH:35][C:34]=1[CH3:40])[CH3:28], predict the reactants needed to synthesize it. The reactants are: [CH3:1][C:2]1[CH:3]=[C:4]([OH:26])[CH:5]=[C:6]([O:8][C:9]2[CH:14]=[CH:13][C:12]([C:15]([F:18])([F:17])[F:16])=[CH:11][C:10]=2[O:19][C:20]2[CH:25]=[CH:24][CH:23]=[CH:22][CH:21]=2)[CH:7]=1.[CH2:27]([O:29][C:30](=[O:41])[CH2:31][O:32][C:33]1[CH:38]=[CH:37][C:36](Br)=[CH:35][C:34]=1[CH3:40])[CH3:28].C(=O)([O-])[O-].[Cs+].[Cs+].CC(C)(C(=O)CC(=O)C(C)(C)C)C.